This data is from Full USPTO retrosynthesis dataset with 1.9M reactions from patents (1976-2016). The task is: Predict the reactants needed to synthesize the given product. The reactants are: [F:1][C:2]1[N:7]=[CH:6][C:5]([NH:8][C:9]([C@@H:11]2[CH2:15][CH2:14][CH2:13][N:12]2[C:16]2[N:17]=[C:18]([NH:25][C:26]3[CH:30]=[C:29]([CH:31]([CH3:33])[CH3:32])[NH:28][N:27]=3)[C:19]3[CH2:24][CH2:23][CH2:22][C:20]=3[N:21]=2)=[O:10])=[CH:4][CH:3]=1.NC(N)=[O:36].OO.FC(F)(F)C(OC(=O)C(F)(F)F)=O. Given the product [F:1][C:2]1[CH:3]=[CH:4][C:5]([NH:8][C:9]([C@@H:11]2[CH2:15][CH2:14][CH2:13][N:12]2[C:16]2[N:17]=[C:18]([NH:25][C:26]3[CH:30]=[C:29]([CH:31]([CH3:33])[CH3:32])[NH:28][N:27]=3)[C:19]3[CH2:24][CH2:23][CH2:22][C:20]=3[N:21]=2)=[O:10])=[CH:6][N+:7]=1[O-:36], predict the reactants needed to synthesize it.